This data is from Forward reaction prediction with 1.9M reactions from USPTO patents (1976-2016). The task is: Predict the product of the given reaction. (1) The product is: [N:37]1[CH:36]=[CH:35][N:32]2[CH2:33][CH2:34][N:29]([CH2:28][C:19]3[C:20]([C:24]([F:25])([F:27])[F:26])=[CH:21][CH:22]=[C:23]4[C:18]=3[CH2:17][CH2:16][C@H:15]4[O:14][C:12]3[CH:11]=[CH:10][C:9]4[C@H:5]([CH2:4][C:3]([OH:38])=[O:2])[CH2:6][O:7][C:8]=4[CH:13]=3)[CH2:30][C:31]=12. Given the reactants C[O:2][C:3](=[O:38])[CH2:4][C@H:5]1[C:9]2[CH:10]=[CH:11][C:12]([O:14][C@H:15]3[C:23]4[C:18](=[C:19]([CH2:28][N:29]5[CH2:34][CH2:33][N:32]6[CH:35]=[CH:36][N:37]=[C:31]6[CH2:30]5)[C:20]([C:24]([F:27])([F:26])[F:25])=[CH:21][CH:22]=4)[CH2:17][CH2:16]3)=[CH:13][C:8]=2[O:7][CH2:6]1.COC(=O)C[C@H]1C2C=CC(O[C@H]3C4C(=C(CBr)C(C(F)(F)F)=CC=4)CC3)=CC=2OC1.N1C=CN2CCNCC=12, predict the reaction product. (2) Given the reactants C[O:2][C:3]([C:5]12[N:12]([CH2:13][C:14]3[CH:19]=[CH:18][CH:17]=[CH:16][CH:15]=3)[C:11](=[O:20])[CH:10]3[CH2:21][CH:7]([CH2:8][CH:9]13)[CH2:6]2)=[O:4].C(Cl)Cl.[Li+].[OH-], predict the reaction product. The product is: [CH2:13]([N:12]1[C:11](=[O:20])[CH:10]2[CH2:21][CH:7]3[CH2:8][CH:9]2[C:5]1([C:3]([OH:4])=[O:2])[CH2:6]3)[C:14]1[CH:15]=[CH:16][CH:17]=[CH:18][CH:19]=1. (3) The product is: [NH2:3][C@@H:4]1[C@H:9]([O:10][S:11]([C:14]2[CH:20]=[CH:19][C:17]([CH3:18])=[CH:16][CH:15]=2)(=[O:13])=[O:12])[CH2:8][C:7]([C:21]([O:23][CH2:24][CH3:25])=[O:22])=[CH:6][C@H:5]1[Br:1]. Given the reactants [Br-:1].[Li+].[NH2:3][C@@H:4]1[C@H:9]([O:10][S:11]([C:14]2[CH:20]=[CH:19][C:17]([CH3:18])=[CH:16][CH:15]=2)(=[O:13])=[O:12])[CH2:8][C:7]([C:21]([O:23][CH2:24][CH3:25])=[O:22])=[CH:6][C@@H:5]1OS(C1C=CC(C)=CC=1)(=O)=O, predict the reaction product. (4) Given the reactants [CH2:1]([S:3]([N:6]1[CH2:11][CH2:10][CH:9]([C:12]2[C:20]3[C:15](=[C:16]([C:29]([NH2:31])=[O:30])[CH:17]=[C:18]([C:21]4[CH:26]=[CH:25][C:24]([CH:27]=O)=[CH:23][CH:22]=4)[CH:19]=3)[NH:14][CH:13]=2)[CH2:8][CH2:7]1)(=[O:5])=[O:4])[CH3:2].[CH2:32]([NH2:34])[CH3:33].C(O[BH-](OC(=O)C)OC(=O)C)(=O)C.[Na+], predict the reaction product. The product is: [CH2:32]([NH:34][CH2:27][C:24]1[CH:23]=[CH:22][C:21]([C:18]2[CH:19]=[C:20]3[C:15](=[C:16]([C:29]([NH2:31])=[O:30])[CH:17]=2)[NH:14][CH:13]=[C:12]3[CH:9]2[CH2:10][CH2:11][N:6]([S:3]([CH2:1][CH3:2])(=[O:4])=[O:5])[CH2:7][CH2:8]2)=[CH:26][CH:25]=1)[CH3:33]. (5) Given the reactants [Br:1][CH2:2][C:3]1[CH:16]=[CH:15][C:6]([C:7]([C:9]2[CH:14]=[CH:13][CH:12]=[CH:11][CH:10]=2)=[O:8])=[CH:5][CH:4]=1.[C:17]([O:21][CH2:22][CH2:23][N:24]([CH3:26])[CH3:25])(=[O:20])[CH:18]=[CH2:19], predict the reaction product. The product is: [Br-:1].[C:17]([O:21][CH2:22][CH2:23][N+:24]([CH2:2][C:3]1[CH:16]=[CH:15][C:6]([C:7](=[O:8])[C:9]2[CH:14]=[CH:13][CH:12]=[CH:11][CH:10]=2)=[CH:5][CH:4]=1)([CH3:26])[CH3:25])(=[O:20])[CH:18]=[CH2:19]. (6) Given the reactants [F:1][C:2]1[CH:21]=[C:20]([O:22][CH3:23])[CH:19]=[CH:18][C:3]=1[CH2:4][CH:5]1[C:9]2=[N:10][C:11]3[CH:16]=[CH:15][CH:14]=[CH:13][C:12]=3[N:8]2[C:7](=[O:17])[NH:6]1.[NH2:24][C@H:25]1[CH2:30][CH2:29][C@H:28]([OH:31])[CH2:27][CH2:26]1.C(O)(C(F)(F)F)=O, predict the reaction product. The product is: [NH:8]1[C:12]2[CH:13]=[CH:14][CH:15]=[CH:16][C:11]=2[N:10]=[C:9]1[CH:5]([NH:6][C:7]([NH:24][C@H:25]1[CH2:30][CH2:29][C@H:28]([OH:31])[CH2:27][CH2:26]1)=[O:17])[CH2:4][C:3]1[CH:18]=[CH:19][C:20]([O:22][CH3:23])=[CH:21][C:2]=1[F:1]. (7) Given the reactants [Br:1][C:2]1[C:3]([NH:16][S:17]([C:20]2[CH:25]=[CH:24][CH:23]=[CH:22][C:21]=2[F:26])(=[O:19])=[O:18])=[C:4]([C:9]([O:14][CH3:15])=[C:10]([CH2:12][CH3:13])[CH:11]=1)[C:5]([O:7]C)=[O:6].[OH-].[Li+].O1CCOCC1.C(#N)C, predict the reaction product. The product is: [Br:1][C:2]1[C:3]([NH:16][S:17]([C:20]2[CH:25]=[CH:24][CH:23]=[CH:22][C:21]=2[F:26])(=[O:18])=[O:19])=[C:4]([C:9]([O:14][CH3:15])=[C:10]([CH2:12][CH3:13])[CH:11]=1)[C:5]([OH:7])=[O:6]. (8) Given the reactants C([O:4][C@@H:5]1[C@@H:10]([O:11]C(=O)C)[C@@H:9]([O:15]C(=O)C)[C@@H:8]([CH2:19][O:20]C(=O)C)[O:7][C@@H:6]1[CH2:24][CH2:25][P:26](=[O:29])([O-:28])[O-:27])(=O)C.[CH2:30]([NH+:32]([CH2:35][CH3:36])[CH2:33][CH3:34])[CH3:31].[CH2:37]([NH+:39]([CH2:42][CH3:43])[CH2:40][CH3:41])[CH3:38], predict the reaction product. The product is: [C@H:6]1([CH2:24][CH2:25][P:26](=[O:27])([O-:29])[O-:28])[O:7][C@H:8]([CH2:19][OH:20])[C@H:9]([OH:15])[C@H:10]([OH:11])[C@H:5]1[OH:4].[CH2:30]([NH+:32]([CH2:35][CH3:36])[CH2:33][CH3:34])[CH3:31].[CH2:37]([NH+:39]([CH2:42][CH3:43])[CH2:40][CH3:41])[CH3:38]. (9) Given the reactants [C:1]([NH:4][CH:5]([C:7]1[CH:12]=[C:11]([CH3:13])[C:10]([Cl:14])=[CH:9][C:8]=1[CH:15]1[CH2:20][CH2:19][N:18]([C:21](OC(C)(C)C)=[O:22])[CH2:17][CH2:16]1)[CH3:6])(=[O:3])[CH3:2].Cl.[C:29]([N:33]1[CH2:37][C@@H:36]([C:38]2[CH:43]=[CH:42][C:41]([F:44])=[CH:40][C:39]=2[F:45])[C@H:35](C(O)=O)[CH2:34]1)([CH3:32])([CH3:31])[CH3:30].[CH3:49]N(C(ON1N=NC2C=CC=NC1=2)=[N+](C)C)C.F[P-](F)(F)(F)(F)F.C1C=NC2N(O)N=NC=2C=1.C1C=C(/C=C/C(/C=C/C2OC=CC=2)=O)OC=1, predict the reaction product. The product is: [C:29]([N:33]1[CH2:37][C@@H:36]([C:38]2[CH:43]=[CH:42][C:41]([F:44])=[CH:40][C:39]=2[F:45])[C@H:35]([C:21]([N:18]2[CH2:19][CH2:20][CH:15]([C:8]3[CH:9]=[C:10]([Cl:14])[C:11]([CH3:13])=[CH:12][C:7]=3[CH:5]([NH:4][C:1](=[O:3])[CH3:2])[CH2:6][CH3:49])[CH2:16][CH2:17]2)=[O:22])[CH2:34]1)([CH3:32])([CH3:30])[CH3:31].